Dataset: Forward reaction prediction with 1.9M reactions from USPTO patents (1976-2016). Task: Predict the product of the given reaction. Given the reactants [Br:1][C:2]1[CH:10]=[CH:9][CH:8]=[C:7]([Cl:11])[C:3]=1[C:4]([OH:6])=[O:5].[CH3:12][Si](C=[N+]=[N-])(C)C, predict the reaction product. The product is: [Br:1][C:2]1[CH:10]=[CH:9][CH:8]=[C:7]([Cl:11])[C:3]=1[C:4]([O:6][CH3:12])=[O:5].